Dataset: NCI-60 drug combinations with 297,098 pairs across 59 cell lines. Task: Regression. Given two drug SMILES strings and cell line genomic features, predict the synergy score measuring deviation from expected non-interaction effect. (1) Drug 1: CN(CC1=CN=C2C(=N1)C(=NC(=N2)N)N)C3=CC=C(C=C3)C(=O)NC(CCC(=O)O)C(=O)O. Drug 2: C1CN(P(=O)(OC1)NCCCl)CCCl. Synergy scores: CSS=21.9, Synergy_ZIP=-5.03, Synergy_Bliss=-10.8, Synergy_Loewe=-24.8, Synergy_HSA=-10.5. Cell line: M14. (2) Drug 1: CCC(=C(C1=CC=CC=C1)C2=CC=C(C=C2)OCCN(C)C)C3=CC=CC=C3.C(C(=O)O)C(CC(=O)O)(C(=O)O)O. Drug 2: CCN(CC)CCNC(=O)C1=C(NC(=C1C)C=C2C3=C(C=CC(=C3)F)NC2=O)C. Cell line: CCRF-CEM. Synergy scores: CSS=-5.79, Synergy_ZIP=4.84, Synergy_Bliss=5.24, Synergy_Loewe=-5.57, Synergy_HSA=-6.26. (3) Drug 1: CCC1=C2N=C(C=C(N2N=C1)NCC3=C[N+](=CC=C3)[O-])N4CCCCC4CCO. Drug 2: CN1C=C(C=N1)C2=C3N=C(C(=C(N3N=C2)N)Br)C4CCCNC4. Cell line: HCT116. Synergy scores: CSS=55.0, Synergy_ZIP=1.06, Synergy_Bliss=1.71, Synergy_Loewe=-1.82, Synergy_HSA=3.13.